This data is from Forward reaction prediction with 1.9M reactions from USPTO patents (1976-2016). The task is: Predict the product of the given reaction. (1) Given the reactants O=[C:2]1O[N:5]=[N+:4]2[CH2:7][CH2:8][CH2:9][CH:3]12.C(OCCOCC)C.[C:18]([O:22][CH2:23][CH3:24])(=[O:21])[C:19]#C.C(=O)=O, predict the reaction product. The product is: [N:5]1[N:4]2[CH2:7][CH2:8][CH2:9][C:3]2=[CH:2][C:19]=1[C:18]([O:22][CH2:23][CH3:24])=[O:21]. (2) Given the reactants [OH:1][C@H:2]1[CH2:7][CH2:6][C@H:5]([N:8]([CH3:22])[S:9]([C:12]2[CH:17]=[CH:16][C:15]([C:18]([F:21])([F:20])[F:19])=[CH:14][CH:13]=2)(=[O:11])=[O:10])[CH2:4][CH2:3]1.[C:23]([O:27][C:28](=[O:31])[CH2:29]Br)([CH3:26])([CH3:25])[CH3:24].[OH-].[Na+], predict the reaction product. The product is: [C:23]([O:27][C:28](=[O:31])[CH2:29][O:1][C@H:2]1[CH2:7][CH2:6][C@H:5]([N:8]([CH3:22])[S:9]([C:12]2[CH:17]=[CH:16][C:15]([C:18]([F:21])([F:19])[F:20])=[CH:14][CH:13]=2)(=[O:11])=[O:10])[CH2:4][CH2:3]1)([CH3:26])([CH3:25])[CH3:24].